From a dataset of NCI-60 drug combinations with 297,098 pairs across 59 cell lines. Regression. Given two drug SMILES strings and cell line genomic features, predict the synergy score measuring deviation from expected non-interaction effect. Drug 1: CCC1=CC2CC(C3=C(CN(C2)C1)C4=CC=CC=C4N3)(C5=C(C=C6C(=C5)C78CCN9C7C(C=CC9)(C(C(C8N6C)(C(=O)OC)O)OC(=O)C)CC)OC)C(=O)OC.C(C(C(=O)O)O)(C(=O)O)O. Synergy scores: CSS=12.3, Synergy_ZIP=-8.79, Synergy_Bliss=-3.03, Synergy_Loewe=-2.76, Synergy_HSA=-2.41. Drug 2: C1CN1P(=S)(N2CC2)N3CC3. Cell line: TK-10.